The task is: Predict the reactants needed to synthesize the given product.. This data is from Full USPTO retrosynthesis dataset with 1.9M reactions from patents (1976-2016). Given the product [Cl:1][C:2]1[CH:3]=[C:4]([NH:8][C:9]2[N:14]=[C:13]([C:15]3[CH:20]=[CH:19][N:18]=[C:17]([C:21]([N:26]([CH3:27])[CH3:24])=[O:23])[CH:16]=3)[CH:12]=[CH:11][N:10]=2)[CH:5]=[CH:6][CH:7]=1, predict the reactants needed to synthesize it. The reactants are: [Cl:1][C:2]1[CH:3]=[C:4]([NH:8][C:9]2[N:14]=[C:13]([C:15]3[CH:20]=[CH:19][N:18]=[C:17]([C:21]([OH:23])=O)[CH:16]=3)[CH:12]=[CH:11][N:10]=2)[CH:5]=[CH:6][CH:7]=1.[CH2:24]([N:26](CC)[CH2:27]C)C.CC(C)(C)C(Cl)=O.CNC.